Dataset: Forward reaction prediction with 1.9M reactions from USPTO patents (1976-2016). Task: Predict the product of the given reaction. (1) Given the reactants Cl.[NH2:2][CH2:3][CH2:4][NH:5][C:6](=[O:16])[C:7]1[CH:12]=[CH:11][C:10]([O:13][CH2:14][CH3:15])=[CH:9][CH:8]=1.CCN(C(C)C)C(C)C.CN(C(ON1N=NC2C=CC=NC1=2)=[N+](C)C)C.F[P-](F)(F)(F)(F)F.[CH3:50][C:51]1[C:55]([C:56](O)=[O:57])=[CH:54][N:53]([C:59]2[CH:64]=[CH:63][CH:62]=[CH:61][CH:60]=2)[N:52]=1, predict the reaction product. The product is: [CH2:14]([O:13][C:10]1[CH:11]=[CH:12][C:7]([C:6]([NH:5][CH2:4][CH2:3][NH:2][C:56]([C:55]2[C:51]([CH3:50])=[N:52][N:53]([C:59]3[CH:60]=[CH:61][CH:62]=[CH:63][CH:64]=3)[CH:54]=2)=[O:57])=[O:16])=[CH:8][CH:9]=1)[CH3:15]. (2) Given the reactants [CH:1]([C:4]1[CH:9]=[CH:8][CH:7]=[CH:6][C:5]=1[N:10]1[CH2:15][CH2:14][NH:13][CH2:12][CH2:11]1)([CH3:3])[CH3:2].[C:16](C1C=CC=CC=1N)(C)(C)C.C(C1C=CC=CC=1N)(C)C.[K+].[Br-], predict the reaction product. The product is: [C:1]([C:4]1[CH:9]=[CH:8][CH:7]=[CH:6][C:5]=1[N:10]1[CH2:11][CH2:12][NH:13][CH2:14][CH2:15]1)([CH3:16])([CH3:3])[CH3:2]. (3) Given the reactants [CH2:1]([O:3][C:4]([C:6]1[NH:7][CH:8]=[C:9]2[CH:18]([C:19]3[O:20][C:21]([S:24][C:25]4[NH:29][C:28]5[CH:30]=[CH:31][C:32]([Cl:34])=[CH:33][C:27]=5[N:26]=4)=[CH:22][CH:23]=3)[C:17]3[C:16](=[O:35])[CH2:15][N:14](OC(C)(C)C)[CH2:13][C:12]=3[NH:11][C:10]=12)=[O:5])[CH3:2].Cl, predict the reaction product. The product is: [ClH:34].[CH2:1]([O:3][C:4]([C:6]1[NH:7][CH:8]=[C:9]2[CH:18]([C:19]3[O:20][C:21]([S:24][C:25]4[NH:29][C:28]5[CH:30]=[CH:31][C:32]([Cl:34])=[CH:33][C:27]=5[N:26]=4)=[CH:22][CH:23]=3)[C:17]3[C:16](=[O:35])[CH2:15][NH:14][CH2:13][C:12]=3[NH:11][C:10]=12)=[O:5])[CH3:2]. (4) Given the reactants C([Li])CCC.C(NC(C)C)(C)C.[CH3:13][N:14]1[C:19](=[O:20])[C:18]2[CH:21]=[C:22]([CH2:24][C:25]3[C:34]4[C:29](=[CH:30][CH:31]=[CH:32][CH:33]=4)[CH:28]=[CH:27][CH:26]=3)[S:23][C:17]=2[N:16]([CH2:35][CH:36]([CH3:38])[CH3:37])[C:15]1=[O:39].CC1C=C[C:44]([S:47](OCCCO[Si](C)(C)C(C)(C)C)(=O)=S)=[CH:43][CH:42]=1.[OH2:62].[F-].C([N+](CCCC)(CCCC)CCCC)CCC, predict the reaction product. The product is: [OH:62][CH2:42][CH2:43][CH2:44][S:47][C:21]1[C:18]2[C:19](=[O:20])[N:14]([CH3:13])[C:15](=[O:39])[N:16]([CH2:35][CH:36]([CH3:37])[CH3:38])[C:17]=2[S:23][C:22]=1[CH2:24][C:25]1[C:34]2[C:29](=[CH:30][CH:31]=[CH:32][CH:33]=2)[CH:28]=[CH:27][CH:26]=1. (5) Given the reactants [N:1]1[CH:6]=[CH:5][C:4]([C:7]2[S:8][CH:9]=[C:10](C(O)=O)[N:11]=2)=[CH:3][CH:2]=1.C([N:17]([CH2:20]C)CC)C.C1(P(N=[N+]=[N-])(C2C=CC=CC=2)=[O:29])C=CC=CC=1.C(OCC)(=O)C.[C:45]([OH:49])([CH3:48])([CH3:47])[CH3:46], predict the reaction product. The product is: [N:1]1[CH:2]=[CH:3][C:4]([C:7]2[S:8][CH:9]=[C:10]([NH:17][C:20]([O:49][C:45]([CH3:48])([CH3:47])[CH3:46])=[O:29])[N:11]=2)=[CH:5][CH:6]=1. (6) Given the reactants [C:1]([C:3]1[CH:4]=[C:5]2[C:10](=[CH:11][C:12]=1[O:13][CH2:14][CH2:15][O:16][CH3:17])[N:9]=[CH:8][CH:7]=[C:6]2[O:18][C:19]1[CH:24]=[CH:23][C:22]([NH:25][C:26](=O)[O:27]C2C=CC=CC=2)=[CH:21][CH:20]=1)#[N:2].[NH2:35][C:36]1[CH:41]=[CH:40][CH:39]=[CH:38][N:37]=1.C(OCC)(=O)C.O, predict the reaction product. The product is: [C:1]([C:3]1[CH:4]=[C:5]2[C:10](=[CH:11][C:12]=1[O:13][CH2:14][CH2:15][O:16][CH3:17])[N:9]=[CH:8][CH:7]=[C:6]2[O:18][C:19]1[CH:24]=[CH:23][C:22]([NH:25][C:26]([NH:35][C:36]2[CH:41]=[CH:40][CH:39]=[CH:38][N:37]=2)=[O:27])=[CH:21][CH:20]=1)#[N:2]. (7) Given the reactants [NH2:1][CH2:2][C:3]1[CH:4]=[C:5]2[C:9](=[CH:10][CH:11]=1)[C:8](=[O:12])[N:7]([CH:13]1[CH2:18][CH2:17][C:16](=[O:19])[NH:15][C:14]1=[O:20])[CH2:6]2.S(O)(=O)(=O)C.[F:26][C:27]([F:42])([C:31]1[CH:36]=[CH:35][CH:34]=[CH:33][C:32]=1[O:37][C:38]([F:41])([F:40])[F:39])[C:28](O)=[O:29].C(N(C(C)C)CC)(C)C.F[P-](F)(F)(F)(F)F.CN(C(N(C)C)=[N+]1C2C(=NC=CC=2)[N+]([O-])=N1)C, predict the reaction product. The product is: [O:20]=[C:14]1[CH:13]([N:7]2[CH2:6][C:5]3[C:9](=[CH:10][CH:11]=[C:3]([CH2:2][NH:1][C:28](=[O:29])[C:27]([F:26])([F:42])[C:31]4[CH:36]=[CH:35][CH:34]=[CH:33][C:32]=4[O:37][C:38]([F:39])([F:40])[F:41])[CH:4]=3)[C:8]2=[O:12])[CH2:18][CH2:17][C:16](=[O:19])[NH:15]1. (8) Given the reactants [CH3:1][O:2][C:3]1[CH:8]=[C:7]([CH3:9])[NH:6][C:5](=[O:10])[C:4]=1[CH2:11][NH:12][C:13]([C:15]1[C:16]([CH3:42])=[C:17]([CH:24]([CH:26]2[CH2:31][CH2:30][N:29](C(OCC3C=CC=CC=3)=O)[CH2:28][CH2:27]2)[CH3:25])[N:18]2[C:23]=1[CH:22]=[CH:21][CH:20]=[N:19]2)=[O:14], predict the reaction product. The product is: [CH3:1][O:2][C:3]1[CH:8]=[C:7]([CH3:9])[NH:6][C:5](=[O:10])[C:4]=1[CH2:11][NH:12][C:13]([C:15]1[C:16]([CH3:42])=[C:17]([CH:24]([CH:26]2[CH2:31][CH2:30][NH:29][CH2:28][CH2:27]2)[CH3:25])[N:18]2[C:23]=1[CH:22]=[CH:21][CH:20]=[N:19]2)=[O:14]. (9) Given the reactants [N+:1]([C:4]1[C:5]2[C:9]([CH:10]=[CH:11][CH:12]=1)=[N:8][N:7]([CH2:13][CH2:14][N:15]1[CH2:19][CH2:18][CH2:17][CH2:16]1)[CH:6]=2)([O-])=O.[Cl-].[NH4+], predict the reaction product. The product is: [N:15]1([CH2:14][CH2:13][N:7]2[CH:6]=[C:5]3[C:9]([CH:10]=[CH:11][CH:12]=[C:4]3[NH2:1])=[N:8]2)[CH2:16][CH2:17][CH2:18][CH2:19]1. (10) The product is: [CH3:1][CH2:2][C:3]([C:6]([O:8][C@@H:9]1[C@@H:14]2[C@@H:15]([CH2:20][CH2:21][C@H:22]3[O:28][C:26](=[O:27])[CH2:25][C@H:24]([OH:29])[CH2:23]3)[C@@H:16]([CH3:19])[CH:17]=[CH:18][C:13]2=[CH:12][C@H:11]([CH3:30])[CH2:10]1)=[O:7])([CH3:5])[CH3:4].[CH:31]1([CH3:41])[CH2:36][CH2:35][CH:34]([CH:37]([CH3:38])[CH3:39])[CH:33]([OH:40])[CH2:32]1. Given the reactants [CH3:1][CH2:2][C:3]([C:6]([O:8][C@@H:9]1[C@@H:14]2[C@@H:15]([CH2:20][CH2:21][C@H:22]3[O:28][C:26](=[O:27])[CH2:25][C@H:24]([OH:29])[CH2:23]3)[C@@H:16]([CH3:19])[CH:17]=[CH:18][C:13]2=[CH:12][C@H:11]([CH3:30])[CH2:10]1)=[O:7])([CH3:5])[CH3:4].[CH:31]1([CH3:41])[CH2:36][CH2:35][CH:34]([CH:37]([CH3:39])[CH3:38])[CH:33]([OH:40])[CH2:32]1.CC1C(C)=C(OC(C)=O)C(C)=C2CC[C@](CCC[C@@H](CCC[C@@H](CCCC(C)C)C)C)(C)OC=12, predict the reaction product.